Dataset: Full USPTO retrosynthesis dataset with 1.9M reactions from patents (1976-2016). Task: Predict the reactants needed to synthesize the given product. (1) Given the product [C:11]1([C:10]2[CH:9]=[CH:8][C:7]([O:6][CH3:5])=[CH:20][CH:19]=2)[CH:12]=[CH:17][CH:16]=[CH:15][CH:14]=1, predict the reactants needed to synthesize it. The reactants are: CP(C)C.[CH3:5][O:6][C:7]1[CH:20]=[CH:19][C:10]([C:11](=N)[C:12]2[CH:17]=[CH:16][CH:15]=[CH:14]C=2)=[CH:9][CH:8]=1. (2) Given the product [F:1][C:2]1[CH:3]=[CH:4][C:5]([N:8]2[C:16]3[C:11](=[CH:12][C:13]([C:17]([CH3:24])([CH3:23])[C:18]([CH3:22])([CH3:21])[CH2:19][NH:20][C:31]([NH:30][C:26]4[S:25][CH:29]=[CH:28][N:27]=4)=[O:32])=[CH:14][CH:15]=3)[CH:10]=[N:9]2)=[CH:6][CH:7]=1, predict the reactants needed to synthesize it. The reactants are: [F:1][C:2]1[CH:7]=[CH:6][C:5]([N:8]2[C:16]3[C:11](=[CH:12][C:13]([C:17]([CH3:24])([CH3:23])[C:18]([CH3:22])([CH3:21])[CH2:19][NH2:20])=[CH:14][CH:15]=3)[CH:10]=[N:9]2)=[CH:4][CH:3]=1.[S:25]1[CH:29]=[CH:28][N:27]=[C:26]1[NH:30][C:31](=O)[O:32]C1C=CC=CC=1.C(N(C(C)C)CC)(C)C.C(#N)C. (3) Given the product [NH2:10][C:5]1[C:6]([C:7]([O:8][CH3:9])=[O:12])=[C:13]([O:14][CH3:15])[C:2]([Br:1])=[CH:3][CH:4]=1, predict the reactants needed to synthesize it. The reactants are: [Br:1][C:2]1[CH:3]=[CH:4][C:5]2[NH:10][C:9](=O)[O:8][C:7](=[O:12])[C:6]=2[C:13]=1[O:14][CH3:15]. (4) Given the product [F:5][C:6]1[C:11]2[NH:12][C:13](=[O:15])[O:14][C:10]=2[CH:9]=[C:8]([N+:1]([O-:4])=[O:2])[CH:7]=1, predict the reactants needed to synthesize it. The reactants are: [N+:1]([O-:4])(O)=[O:2].[F:5][C:6]1[C:11]2[NH:12][C:13](=[O:15])[O:14][C:10]=2[CH:9]=[CH:8][CH:7]=1.